This data is from Reaction yield outcomes from USPTO patents with 853,638 reactions. The task is: Predict the reaction yield, written as a fraction of the theoretical maximum amount of product (1.0 means a 100% yield; for example, 0.34 means a 34% yield). (1) The reactants are [CH:1]1([CH2:4][O:5][NH:6][C:7]([C:9]2[C:22]([NH:23][C:24]3[CH:29]=[CH:28][C:27]([Br:30])=[CH:26][C:25]=3[CH3:31])=[C:21]([F:32])[C:12]3[N:13]=[CH:14][N:15]([CH2:16][CH2:17]CC=C)[C:11]=3[CH:10]=2)=[O:8])[CH2:3][CH2:2]1.C[N+]1([O-])CC[O:37]CC1.[CH3:41][C:42]([OH:45])(C)[CH3:43]. The catalyst is C1COCC1.O. The product is [CH:1]1([CH2:4][O:5][NH:6][C:7]([C:9]2[C:22]([NH:23][C:24]3[CH:29]=[CH:28][C:27]([Br:30])=[CH:26][C:25]=3[CH3:31])=[C:21]([F:32])[C:12]3[N:13]=[CH:14][N:15]([CH2:16][CH2:17][CH2:41][CH:42]([OH:45])[CH2:43][OH:37])[C:11]=3[CH:10]=2)=[O:8])[CH2:3][CH2:2]1. The yield is 0.740. (2) The reactants are [Br:1][C:2]1[CH:14]=[CH:13][C:12]2[C:11]3[C:6](=[CH:7][C:8]([Br:15])=[CH:9][CH:10]=3)[C:5](=[O:16])[C:4]=2[CH:3]=1. The catalyst is C(OCC)C. The product is [C:11]1([C:12]2[CH:4]=[CH:3][CH:2]=[CH:14][CH:13]=2)[CH:6]=[CH:7][CH:8]=[CH:9][C:10]=1[C:5]1([OH:16])[C:4]2[CH:3]=[C:2]([Br:1])[CH:14]=[CH:13][C:12]=2[C:11]2[C:6]1=[CH:7][C:8]([Br:15])=[CH:9][CH:10]=2. The yield is 0.900. (3) The reactants are [CH3:1][O:2][C:3]1[CH:4]=[C:5]2[C:10](=[CH:11][C:12]=1[O:13][CH3:14])[N:9]=[CH:8][CH:7]=[C:6]2[O:15][C:16]1[CH:22]=[CH:21][C:19]([NH2:20])=[C:18]([F:23])[CH:17]=1.ClC(Cl)(O[C:28](=[O:34])OC(Cl)(Cl)Cl)Cl.Cl.[F:37][CH2:38][CH2:39][NH2:40].C(=O)([O-])O.[Na+]. The catalyst is C1(C)C=CC=CC=1.ClCCl.C(N(CC)CC)C. The product is [CH3:1][O:2][C:3]1[CH:4]=[C:5]2[C:10](=[CH:11][C:12]=1[O:13][CH3:14])[N:9]=[CH:8][CH:7]=[C:6]2[O:15][C:16]1[CH:22]=[CH:21][C:19]([NH:20][C:28]([NH:40][CH2:39][CH2:38][F:37])=[O:34])=[C:18]([F:23])[CH:17]=1. The yield is 0.720. (4) The reactants are [F:1][C:2]([F:36])([F:35])[C:3]1[CH:4]=[C:5]([C:13]([CH3:34])([CH3:33])[C:14]([N:16]([C:18]2[CH:19]=[N:20][C:21](Cl)=[CH:22][C:23]=2[C:24]2[CH:29]=[CH:28][C:27]([F:30])=[CH:26][C:25]=2[CH3:31])[CH3:17])=[O:15])[CH:6]=[C:7]([C:9]([F:12])([F:11])[F:10])[CH:8]=1.[NH:37]1[CH2:43][CH2:42][CH2:41][C@H:38]1[CH2:39][OH:40].C(=O)([O-])[O-].[K+].[K+]. The catalyst is CS(C)=O.O. The product is [F:1][C:2]([F:36])([F:35])[C:3]1[CH:4]=[C:5]([C:13]([CH3:34])([CH3:33])[C:14]([N:16]([C:18]2[CH:19]=[N:20][C:21]([N:37]3[CH2:43][CH2:42][CH2:41][C@H:38]3[CH2:39][OH:40])=[CH:22][C:23]=2[C:24]2[CH:29]=[CH:28][C:27]([F:30])=[CH:26][C:25]=2[CH3:31])[CH3:17])=[O:15])[CH:6]=[C:7]([C:9]([F:12])([F:11])[F:10])[CH:8]=1. The yield is 0.780. (5) The reactants are C([O:3][C:4](=[O:19])[C:5]1[CH:10]=[C:9]([C:11]#[C:12][C:13]2[CH:18]=[CH:17][CH:16]=[CH:15][CH:14]=2)[CH:8]=[N:7][CH:6]=1)C.[OH-].[Na+]. The catalyst is CO.O. The product is [C:13]1([C:12]#[C:11][C:9]2[CH:8]=[N:7][CH:6]=[C:5]([CH:10]=2)[C:4]([OH:19])=[O:3])[CH:14]=[CH:15][CH:16]=[CH:17][CH:18]=1. The yield is 0.950. (6) The reactants are [Cl:1][C:2]1[CH:9]=[CH:8][C:5]([CH2:6][NH2:7])=[CH:4][CH:3]=1.ClC(Cl)(OC(=O)OC(Cl)(Cl)Cl)Cl.[N-:22]=[C:23]=[O:24].N[C:26]1[C:31]2[O:32][CH2:33][C:34](=[O:36])[NH:35][C:30]=2[CH:29]=[CH:28][CH:27]=1. The catalyst is CCOC(C)=O.CN(C=O)C. The yield is 0.680. The product is [Cl:1][C:2]1[CH:9]=[CH:8][C:5]([CH2:6][NH:7][C:23]([NH:22][C:26]2[C:31]3[O:32][CH2:33][C:34](=[O:36])[NH:35][C:30]=3[CH:29]=[CH:28][CH:27]=2)=[O:24])=[CH:4][CH:3]=1. (7) The reactants are [C:1]([C:5]1[CH:9]=[C:8]([NH2:10])[N:7]([CH3:11])[N:6]=1)([CH3:4])([CH3:3])[CH3:2].[Br:12]Br.O.[OH-].[K+]. The catalyst is C(O)(=O)C. The product is [Br:12][C:9]1[C:5]([C:1]([CH3:4])([CH3:2])[CH3:3])=[N:6][N:7]([CH3:11])[C:8]=1[NH2:10]. The yield is 0.870. (8) The yield is 0.600. No catalyst specified. The reactants are [C:1](#[N:4])[CH:2]=[CH2:3].[NH2:5][NH2:6].[OH2:7].CO[C:10]1[CH:17]=[CH:16][C:13]([CH:14]=O)=[CH:12][CH:11]=1.[CH2:18]1COCC1. The product is [CH3:18][O:7][C:10]1[CH:17]=[CH:16][C:13]([CH2:14][N:5]2[C:1]([NH2:4])=[CH:2][CH:3]=[N:6]2)=[CH:12][CH:11]=1. (9) The reactants are [NH2:1][C:2]1[N:7]=[C:6]2[N:8]([CH2:20][CH3:21])[C:9]([C:11]([N:13]([CH:17]3[CH2:19][CH2:18]3)[CH:14]3[CH2:16][CH2:15]3)=[O:12])=[CH:10][C:5]2=[C:4]2[N:22]([CH3:25])[CH:23]=[N:24][C:3]=12.[C:26]([N:34]=[C:35]=[S:36])(=O)[C:27]1C=CC=C[CH:28]=1.C([O-])([O-])=O.[K+].[K+].BrC(C)C=O. The catalyst is CC(C)=O. The product is [CH:14]1([N:13]([CH:17]2[CH2:19][CH2:18]2)[C:11]([C:9]2[N:8]([CH2:20][CH3:21])[C:6]3=[N:7][C:2]([NH:1][C:35]4[S:36][C:27]([CH3:28])=[CH:26][N:34]=4)=[C:3]4[N:24]=[CH:23][N:22]([CH3:25])[C:4]4=[C:5]3[CH:10]=2)=[O:12])[CH2:16][CH2:15]1. The yield is 0.175.